Task: Predict which catalyst facilitates the given reaction.. Dataset: Catalyst prediction with 721,799 reactions and 888 catalyst types from USPTO (1) Reactant: [CH3:1][C:2]1[S:6][C:5]([NH2:7])=[N:4][N:3]=1.CC(C)([O-])C.[K+].F[C:15]1[CH:22]=[CH:21][C:18]([C:19]#[N:20])=[CH:17][CH:16]=1.Cl. Product: [CH3:1][C:2]1[S:6][C:5]([NH:7][C:15]2[CH:22]=[CH:21][C:18]([C:19]#[N:20])=[CH:17][CH:16]=2)=[N:4][N:3]=1. The catalyst class is: 58. (2) Reactant: [F:1][C:2]1[CH:7]=[CH:6][C:5]([C:8]2[C:12]([C:13]3[CH:18]=[CH:17][N:16]=[CH:15][N:14]=3)=[C:11]([CH:19]3[CH2:24][CH2:23][CH:22]([NH:25][CH:26]([CH3:28])[CH3:27])[CH2:21][CH2:20]3)[NH:10][N:9]=2)=[CH:4][C:3]=1[C:29]([F:32])([F:31])[F:30].[CH3:33][C:34]1[CH:35]=[CH:36][C:37]([S:40]([OH:43])(=[O:42])=[O:41])=[CH:38][CH:39]=1.O. Product: [CH3:33][C:34]1[CH:35]=[CH:36][C:37]([S:40]([OH:43])(=[O:42])=[O:41])=[CH:38][CH:39]=1.[F:1][C:2]1[CH:7]=[CH:6][C:5]([C:8]2[C:12]([C:13]3[CH:18]=[CH:17][N:16]=[CH:15][N:14]=3)=[C:11]([CH:19]3[CH2:20][CH2:21][CH:22]([NH:25][CH:26]([CH3:28])[CH3:27])[CH2:23][CH2:24]3)[NH:10][N:9]=2)=[CH:4][C:3]=1[C:29]([F:32])([F:30])[F:31]. The catalyst class is: 8.